Dataset: Reaction yield outcomes from USPTO patents with 853,638 reactions. Task: Predict the reaction yield, written as a fraction of the theoretical maximum amount of product (1.0 means a 100% yield; for example, 0.34 means a 34% yield). (1) The reactants are [Cl:1][C:2]1[N:3]=[C:4]2[C:9](=[CH:10][CH:11]=1)[N:8]=[CH:7][C:6]([C:12](=[O:14])[CH3:13])=[C:5]2[NH:15][CH:16]1[CH2:21][CH2:20][CH:19]([CH2:22][N:23]2[CH2:28][CH2:27][N:26]([CH3:29])[CH2:25][CH2:24]2)[CH2:18][CH2:17]1.[Cl:30][C:31]1[CH:36]=[C:35](B2OC(C)(C)C(C)(C)O2)[CH:34]=[C:33]([Cl:46])[C:32]=1[OH:47]. No catalyst specified. The product is [ClH:1].[ClH:30].[ClH:1].[Cl:46][C:33]1[CH:34]=[C:35]([C:2]2[N:3]=[C:4]3[C:9](=[CH:10][CH:11]=2)[N:8]=[CH:7][C:6]([C:12](=[O:14])[CH3:13])=[C:5]3[NH:15][C@H:16]2[CH2:17][CH2:18][C@H:19]([CH2:22][N:23]3[CH2:24][CH2:25][N:26]([CH3:29])[CH2:27][CH2:28]3)[CH2:20][CH2:21]2)[CH:36]=[C:31]([Cl:30])[C:32]=1[OH:47]. The yield is 0.670. (2) The reactants are [H-].[Na+].[OH:3][C:4]1[CH:5]=[C:6]([CH:13]=[CH:14][C:15]=1[F:16])[C:7]([NH:9][CH:10]1[CH2:12][CH2:11]1)=[O:8].Cl.Cl[CH2:19][C:20]1[S:24][C:23]([NH:25][C:26]2[CH:31]=[CH:30][CH:29]=[CH:28][N:27]=2)=[N:22][CH:21]=1.OS([O-])(=O)=O.[K+]. The catalyst is CN(C=O)C. The product is [CH:10]1([NH:9][C:7](=[O:8])[C:6]2[CH:13]=[CH:14][C:15]([F:16])=[C:4]([O:3][CH2:19][C:20]3[S:24][C:23]([NH:25][C:26]4[CH:31]=[CH:30][CH:29]=[CH:28][N:27]=4)=[N:22][CH:21]=3)[CH:5]=2)[CH2:11][CH2:12]1. The yield is 0.330. (3) The reactants are Br[CH2:2][CH2:3][O:4][C:5]1[C:10]([O:11][CH2:12][CH2:13][CH:14]([C:16]2[CH:21]=[CH:20][C:19]([F:22])=[CH:18][CH:17]=2)[CH3:15])=[C:9]([O:23][CH3:24])[C:8]([Cl:25])=[C:7]([CH3:26])[C:6]=1[C:27](=[O:29])[CH3:28].Cl.[F:31][CH:32]1[CH2:37][CH2:36][NH:35][CH2:34][CH2:33]1. No catalyst specified. The product is [Cl:25][C:8]1[C:7]([CH3:26])=[C:6]([C:27](=[O:29])[CH3:28])[C:5]([O:4][CH2:3][CH2:2][N:35]2[CH2:36][CH2:37][CH:32]([F:31])[CH2:33][CH2:34]2)=[C:10]([O:11][CH2:12][CH2:13][CH:14]([C:16]2[CH:21]=[CH:20][C:19]([F:22])=[CH:18][CH:17]=2)[CH3:15])[C:9]=1[O:23][CH3:24]. The yield is 0.410. (4) The yield is 0.900. The catalyst is O1CCCC1. The product is [Br:23][C:15]1[CH:14]=[C:13]([CH2:12][CH2:11][CH2:10][CH2:9][O:8][Si:1]([C:4]([CH3:7])([CH3:5])[CH3:6])([CH3:2])[CH3:3])[N:21]2[C:16]=1[C:17]([NH2:22])=[N:18][CH:19]=[N:20]2. The reactants are [Si:1]([O:8][CH2:9][CH2:10][CH2:11][CH2:12][C:13]1[N:21]2[C:16]([C:17]([NH2:22])=[N:18][CH:19]=[N:20]2)=[CH:15][CH:14]=1)([C:4]([CH3:7])([CH3:6])[CH3:5])([CH3:3])[CH3:2].[Br:23]N1C(=O)C(C)(C)N(Br)C1=O. (5) The reactants are [NH2:1][C:2]1[CH:3]=[C:4]([CH:21]=[CH:22][CH:23]=1)[O:5][C:6]1[CH:7]=[CH:8][C:9]2[N:10]([CH:12]=[C:13]([NH:15][C:16]([CH:18]3[CH2:20][CH2:19]3)=[O:17])[N:14]=2)[N:11]=1.[CH3:24][S:25]([CH2:28][C:29](O)=[O:30])(=[O:27])=[O:26].Cl.CN(C)CCCN=C=NCC.ON1C2C=CC=CC=2N=N1.C(N(CC)CC)C. The catalyst is CN(C)C=O. The product is [CH3:24][S:25]([CH2:28][C:29]([NH:1][C:2]1[CH:3]=[C:4]([CH:21]=[CH:22][CH:23]=1)[O:5][C:6]1[CH:7]=[CH:8][C:9]2[N:10]([CH:12]=[C:13]([NH:15][C:16]([CH:18]3[CH2:20][CH2:19]3)=[O:17])[N:14]=2)[N:11]=1)=[O:30])(=[O:27])=[O:26]. The yield is 0.630. (6) The reactants are [NH2:1][C:2]1[CH:7]=[CH:6][C:5]([C:8]2[CH:13]=[CH:12][C:11]([C:14]([C@@H:16]3[CH2:19][CH2:18][C@H:17]3[C:20]([O:22]C)=[O:21])=[O:15])=[CH:10][CH:9]=2)=[CH:4][CH:3]=1.Cl[C:25]1[S:26][C:27]2[CH:33]=[C:32]([F:34])[CH:31]=[C:30]([F:35])[C:28]=2[N:29]=1.[OH-].[Na+].[CH2:38](O)CCC. No catalyst specified. The product is [F:35][C:30]1[C:28]2[N:29]=[C:25]([NH:1][C:2]3[CH:3]=[CH:4][C:5]([C:8]4[CH:9]=[CH:10][C:11]([C:14]([C@@H:16]5[CH2:38][CH2:19][CH2:18][C@H:17]5[C:20]([OH:22])=[O:21])=[O:15])=[CH:12][CH:13]=4)=[CH:6][CH:7]=3)[S:26][C:27]=2[CH:33]=[C:32]([F:34])[CH:31]=1. The yield is 0.430. (7) The reactants are [Br:1][C:2]1[C:3]([CH3:27])=[C:4]([NH:8][C:9](=[O:26])[CH:10]([NH:15][C:16](=[O:25])[O:17][CH2:18][C:19]2[CH:24]=[CH:23][CH:22]=[CH:21][CH:20]=2)[CH2:11][CH2:12][S:13][CH3:14])[CH:5]=[CH:6][CH:7]=1.[I:28][CH3:29]. The catalyst is C(Cl)Cl. The product is [I-:28].[CH2:18]([O:17][C:16]([NH:15][CH:10]([C:9]([NH:8][C:4]1[CH:5]=[CH:6][CH:7]=[C:2]([Br:1])[C:3]=1[CH3:27])=[O:26])[CH2:11][CH2:12][S+:13]([CH3:29])[CH3:14])=[O:25])[C:19]1[CH:24]=[CH:23][CH:22]=[CH:21][CH:20]=1. The yield is 0.970. (8) The catalyst is C1COCC1.O. The product is [CH3:12][C:4]1[CH:9]=[C:8]([CH:7]=[CH:6][CH:5]=1)[C:1]([S:3][CH2:14][C:15]([OH:17])=[O:16])=[S:2]. The reactants are [C:1](=[S:3])=[S:2].[C:4]1([CH3:12])[CH:9]=[CH:8][CH:7]=[C:6]([Mg]Br)[CH:5]=1.Cl[CH2:14][C:15]([OH:17])=[O:16].C(=O)([O-])O.[Na+]. The yield is 0.850. (9) The reactants are [CH3:1][S:2]([C:5]1[CH:10]=[CH:9][C:8]([C:11]2[CH:16]=[CH:15][C:14]([OH:17])=[C:13]([OH:18])[CH:12]=2)=[CH:7][CH:6]=1)(=[O:4])=[O:3].C(=O)([O-])[O-].[K+].[K+].[I-].[CH3:26][CH3:27].[CH3:28][C:29](CC)=O. No catalyst specified. The product is [CH3:1][S:2]([C:5]1[CH:6]=[CH:7][C:8]([C:11]2[CH:16]=[CH:15][C:14]([O:17][CH2:28][CH3:29])=[C:13]([O:18][CH2:26][CH3:27])[CH:12]=2)=[CH:9][CH:10]=1)(=[O:3])=[O:4]. The yield is 0.670. (10) The reactants are [Br:1][C:2]1[CH:3]=[C:4]2[C:9](=[CH:10][CH:11]=1)[C:8](F)([F:12])[C:7](F)([F:14])[CH:6]=[CH:5]2.[NH4+].[OH-]. The catalyst is [Zn].C1COCC1. The product is [Br:1][C:2]1[CH:3]=[C:4]2[C:9](=[CH:10][CH:11]=1)[C:8]([F:12])=[C:7]([F:14])[CH:6]=[CH:5]2. The yield is 0.460.